Dataset: Full USPTO retrosynthesis dataset with 1.9M reactions from patents (1976-2016). Task: Predict the reactants needed to synthesize the given product. (1) Given the product [CH3:41][NH:42][C:43](=[O:44])[O:40][C:3]1[CH:4]=[C:5]([C@:8]([C:16]2[CH:21]=[C:20]([C:22]([F:23])([F:25])[F:24])[CH:19]=[C:18]([F:26])[CH:17]=2)([NH:27][C:28](=[O:39])[C:29]2[CH:34]=[CH:33][CH:32]=[C:31]([C:35]([F:36])([F:37])[F:38])[CH:30]=2)[CH2:9][C:10]2[CH:11]=[CH:12][CH:13]=[CH:14][CH:15]=2)[CH:6]=[CH:7][C:2]=1[F:1], predict the reactants needed to synthesize it. The reactants are: [F:1][C:2]1[CH:7]=[CH:6][C:5]([C@@:8]([NH:27][C:28](=[O:39])[C:29]2[CH:34]=[CH:33][CH:32]=[C:31]([C:35]([F:38])([F:37])[F:36])[CH:30]=2)([C:16]2[CH:21]=[C:20]([C:22]([F:25])([F:24])[F:23])[CH:19]=[C:18]([F:26])[CH:17]=2)[CH2:9][C:10]2[CH:15]=[CH:14][CH:13]=[CH:12][CH:11]=2)=[CH:4][C:3]=1[OH:40].[CH3:41][N:42]=[C:43]=[O:44].CCN(CC)CC. (2) Given the product [C:24]([O:23][C:21]([NH:20][C:18]12[CH2:17][CH2:16][CH2:15][CH:14]1[CH2:13][CH2:12][NH:11][CH2:19]2)=[O:22])([CH3:25])([CH3:26])[CH3:27], predict the reactants needed to synthesize it. The reactants are: C(OC([N:11]1[CH2:19][C:18]2([NH:20][C:21]([O:23][C:24]([CH3:27])([CH3:26])[CH3:25])=[O:22])[CH:13]([CH2:14][CH2:15][CH2:16][CH2:17]2)[CH2:12]1)=O)C1C=CC=CC=1.[H][H]. (3) Given the product [CH2:1]([O:8][C:9]1[CH:14]=[CH:13][C:12](/[CH:15]=[CH:16]/[CH2:17][O:18][CH2:25][CH2:26][CH2:27][N:28]2[CH2:33][CH2:32][CH2:31][CH2:30][CH2:29]2)=[CH:11][C:10]=1[O:19][CH3:20])[C:2]1[CH:3]=[CH:4][CH:5]=[CH:6][CH:7]=1, predict the reactants needed to synthesize it. The reactants are: [CH2:1]([O:8][C:9]1[CH:14]=[CH:13][C:12]([CH:15]=[CH:16][CH2:17][OH:18])=[CH:11][C:10]=1[O:19][CH3:20])[C:2]1[CH:7]=[CH:6][CH:5]=[CH:4][CH:3]=1.[OH-].[K+].Cl.Cl[CH2:25][CH2:26][CH2:27][N:28]1[CH2:33][CH2:32][CH2:31][CH2:30][CH2:29]1. (4) Given the product [CH3:23][C:22]1[C:17]([CH2:16][O:15][C:12]2[CH:13]=[CH:14][C:9](/[CH:8]=[CH:7]/[C:6]([OH:26])=[O:5])=[CH:10][CH:11]=2)=[N:18][C:19]([CH3:25])=[C:20]([CH3:24])[N:21]=1, predict the reactants needed to synthesize it. The reactants are: [OH-].[Na+].C([O:5][C:6](=[O:26])/[CH:7]=[CH:8]/[C:9]1[CH:14]=[CH:13][C:12]([O:15][CH2:16][C:17]2[C:22]([CH3:23])=[N:21][C:20]([CH3:24])=[C:19]([CH3:25])[N:18]=2)=[CH:11][CH:10]=1)C. (5) Given the product [C:22]([O:21][C:19](=[O:20])[NH:1][C:2]([CH3:18])([CH3:17])[CH2:3][NH:4][C:5]([NH:7][C:8]1[CH:13]=[CH:12][CH:11]=[C:10]([O:14][CH3:15])[C:9]=1[F:16])=[O:6])([CH3:25])([CH3:24])[CH3:23], predict the reactants needed to synthesize it. The reactants are: [NH2:1][C:2]([CH3:18])([CH3:17])[CH2:3][NH:4][C:5]([NH:7][C:8]1[CH:13]=[CH:12][CH:11]=[C:10]([O:14][CH3:15])[C:9]=1[F:16])=[O:6].[C:19](O[C:19]([O:21][C:22]([CH3:25])([CH3:24])[CH3:23])=[O:20])([O:21][C:22]([CH3:25])([CH3:24])[CH3:23])=[O:20]. (6) Given the product [Cl:1][C:2]1[N:3]=[C:4]([I:15])[N:5]=[C:6]([N:8]2[CH2:13][CH2:12][O:11][CH2:10][CH2:9]2)[CH:7]=1, predict the reactants needed to synthesize it. The reactants are: [Cl:1][C:2]1[CH:7]=[C:6]([N:8]2[CH2:13][CH2:12][O:11][CH2:10][CH2:9]2)[N:5]=[C:4](N)[N:3]=1.[I:15]CI.N(OCCC(C)C)=O.